Dataset: Forward reaction prediction with 1.9M reactions from USPTO patents (1976-2016). Task: Predict the product of the given reaction. (1) Given the reactants [N:1]1[CH:6]=[CH:5][CH:4]=[C:3]([NH:7][C:8](=[O:13])[C:9]([CH3:12])([CH3:11])[CH3:10])[CH:2]=1.C([Li])CCC.B(OC)(OC)[O:20]C.CC(O)=O.OO, predict the reaction product. The product is: [OH:20][C:4]1[CH:5]=[CH:6][N:1]=[CH:2][C:3]=1[NH:7][C:8](=[O:13])[C:9]([CH3:10])([CH3:12])[CH3:11]. (2) Given the reactants C(OC(=O)[NH:7][CH2:8][C:9](=[O:25])[NH:10][CH:11]([C:18]1[CH:23]=[CH:22][C:21]([Cl:24])=[CH:20][CH:19]=1)[C:12]1[CH:17]=[CH:16][CH:15]=[CH:14][CH:13]=1)(C)(C)C.Cl, predict the reaction product. The product is: [ClH:24].[NH2:7][CH2:8][C:9]([NH:10][CH:11]([C:18]1[CH:23]=[CH:22][C:21]([Cl:24])=[CH:20][CH:19]=1)[C:12]1[CH:17]=[CH:16][CH:15]=[CH:14][CH:13]=1)=[O:25]. (3) Given the reactants [F:1][C:2]1[C:9]([N+:10]([O-:12])=[O:11])=[CH:8][CH:7]=[C:6]([F:13])[C:3]=1C=O.[CH3:14][O:15][CH:16](OC)[O:17][CH3:18], predict the reaction product. The product is: [CH3:14][O:15][CH:16]([O:17][CH3:18])[C:3]1[C:2]([F:1])=[C:9]([N+:10]([O-:12])=[O:11])[CH:8]=[CH:7][C:6]=1[F:13]. (4) Given the reactants [O:1]1[CH2:6][CH2:5][C:4](=[O:7])[CH2:3][CH2:2]1.C([N-]C(C)C)(C)C.[Li+].[F:16][C:17]([F:24])([F:23])[C:18](OCC)=[O:19], predict the reaction product. The product is: [F:16][C:17]([F:24])([F:23])[C:18]([CH:3]1[C:4](=[O:7])[CH2:5][CH2:6][O:1][CH2:2]1)=[O:19].